This data is from CYP3A4 inhibition data for predicting drug metabolism from PubChem BioAssay. The task is: Regression/Classification. Given a drug SMILES string, predict its absorption, distribution, metabolism, or excretion properties. Task type varies by dataset: regression for continuous measurements (e.g., permeability, clearance, half-life) or binary classification for categorical outcomes (e.g., BBB penetration, CYP inhibition). Dataset: cyp3a4_veith. (1) The drug is O=C(O)[C@H]1[C@@H]2C=C[C@H](O2)[C@@H]1C(=O)Nc1ncccn1. The result is 0 (non-inhibitor). (2) The compound is COc1ccccc1N1CCN(CCN(C(=O)C2CCCCC2)c2ccccn2)CC1. The result is 1 (inhibitor). (3) The result is 0 (non-inhibitor). The compound is C(=C/c1nnc(-c2cccs2)o1)\c1ccccc1. (4) The compound is CCOCc1cnc(C)nc1NCC(=O)c1c(C)[nH]c2ccccc12. The result is 0 (non-inhibitor). (5) The molecule is COc1cc(OC)c(C2N(c3cc(C)on3)C(=O)C3CCCN32)cc1OC. The result is 0 (non-inhibitor). (6) The molecule is O=C1[C@H]2CC[C@@H]3/C(=N\OCc4ccccc4)C[C@@H](O)[C@@H](O)[C@@H]3[C@@H]2C(=O)N1Cc1ccc2c(c1)OCO2. The result is 1 (inhibitor).